From a dataset of NCI-60 drug combinations with 297,098 pairs across 59 cell lines. Regression. Given two drug SMILES strings and cell line genomic features, predict the synergy score measuring deviation from expected non-interaction effect. (1) Cell line: PC-3. Synergy scores: CSS=6.19, Synergy_ZIP=-3.65, Synergy_Bliss=-0.806, Synergy_Loewe=0.00214, Synergy_HSA=0.0373. Drug 1: C1C(C(OC1N2C=C(C(=O)NC2=O)F)CO)O. Drug 2: CC12CCC3C(C1CCC2O)C(CC4=C3C=CC(=C4)O)CCCCCCCCCS(=O)CCCC(C(F)(F)F)(F)F. (2) Drug 1: C1CC(=O)NC(=O)C1N2CC3=C(C2=O)C=CC=C3N. Drug 2: CN(C)C1=NC(=NC(=N1)N(C)C)N(C)C. Cell line: BT-549. Synergy scores: CSS=4.16, Synergy_ZIP=-0.0613, Synergy_Bliss=5.47, Synergy_Loewe=-0.750, Synergy_HSA=0.0363. (3) Drug 1: CC1C(C(CC(O1)OC2CC(CC3=C2C(=C4C(=C3O)C(=O)C5=C(C4=O)C(=CC=C5)OC)O)(C(=O)CO)O)N)O.Cl. Drug 2: CCC1(C2=C(COC1=O)C(=O)N3CC4=CC5=C(C=CC(=C5CN(C)C)O)N=C4C3=C2)O.Cl. Cell line: EKVX. Synergy scores: CSS=10.8, Synergy_ZIP=-0.348, Synergy_Bliss=1.78, Synergy_Loewe=0.300, Synergy_HSA=0.328. (4) Drug 1: CC(C1=C(C=CC(=C1Cl)F)Cl)OC2=C(N=CC(=C2)C3=CN(N=C3)C4CCNCC4)N. Drug 2: COC1=C2C(=CC3=C1OC=C3)C=CC(=O)O2. Cell line: IGROV1. Synergy scores: CSS=3.54, Synergy_ZIP=-0.313, Synergy_Bliss=2.02, Synergy_Loewe=-2.25, Synergy_HSA=0.738. (5) Drug 1: C1=C(C(=O)NC(=O)N1)N(CCCl)CCCl. Synergy scores: CSS=17.1, Synergy_ZIP=-10.6, Synergy_Bliss=-12.4, Synergy_Loewe=-11.0, Synergy_HSA=-9.84. Cell line: KM12. Drug 2: CC1=C2C(C(=O)C3(C(CC4C(C3C(C(C2(C)C)(CC1OC(=O)C(C(C5=CC=CC=C5)NC(=O)OC(C)(C)C)O)O)OC(=O)C6=CC=CC=C6)(CO4)OC(=O)C)O)C)O. (6) Drug 1: C(=O)(N)NO. Drug 2: CCCCC(=O)OCC(=O)C1(CC(C2=C(C1)C(=C3C(=C2O)C(=O)C4=C(C3=O)C=CC=C4OC)O)OC5CC(C(C(O5)C)O)NC(=O)C(F)(F)F)O. Cell line: ACHN. Synergy scores: CSS=52.7, Synergy_ZIP=5.59, Synergy_Bliss=3.21, Synergy_Loewe=-18.0, Synergy_HSA=2.93. (7) Cell line: BT-549. Drug 2: C(CN)CNCCSP(=O)(O)O. Synergy scores: CSS=2.80, Synergy_ZIP=-0.275, Synergy_Bliss=-1.15, Synergy_Loewe=1.15, Synergy_HSA=-0.290. Drug 1: CN1C2=C(C=C(C=C2)N(CCCl)CCCl)N=C1CCCC(=O)O.Cl. (8) Drug 1: CC1C(C(=O)NC(C(=O)N2CCCC2C(=O)N(CC(=O)N(C(C(=O)O1)C(C)C)C)C)C(C)C)NC(=O)C3=C4C(=C(C=C3)C)OC5=C(C(=O)C(=C(C5=N4)C(=O)NC6C(OC(=O)C(N(C(=O)CN(C(=O)C7CCCN7C(=O)C(NC6=O)C(C)C)C)C)C(C)C)C)N)C. Drug 2: CC1C(C(CC(O1)OC2CC(CC3=C2C(=C4C(=C3O)C(=O)C5=CC=CC=C5C4=O)O)(C(=O)C)O)N)O. Cell line: SNB-19. Synergy scores: CSS=45.7, Synergy_ZIP=17.5, Synergy_Bliss=16.8, Synergy_Loewe=14.8, Synergy_HSA=17.5. (9) Drug 1: CC12CCC(CC1=CCC3C2CCC4(C3CC=C4C5=CN=CC=C5)C)O. Drug 2: CCC(=C(C1=CC=CC=C1)C2=CC=C(C=C2)OCCN(C)C)C3=CC=CC=C3.C(C(=O)O)C(CC(=O)O)(C(=O)O)O. Cell line: UACC62. Synergy scores: CSS=2.87, Synergy_ZIP=-1.08, Synergy_Bliss=0.753, Synergy_Loewe=0.574, Synergy_HSA=1.31.